This data is from Catalyst prediction with 721,799 reactions and 888 catalyst types from USPTO. The task is: Predict which catalyst facilitates the given reaction. (1) Reactant: [NH2:1][C:2]1[CH:3]=[CH:4][C:5]2[CH2:9][O:8][B:7]([OH:10])[C:6]=2[CH:11]=1.[C:12]([NH:15][C:16]1[CH:17]=[C:18]([Cl:26])[C:19]([S:22](Cl)(=[O:24])=[O:23])=[N:20][CH:21]=1)(=[O:14])[CH3:13].C(=O)([O-])[O-].[K+].[K+]. Product: [Cl:26][C:18]1[CH:17]=[C:16]([NH:15][C:12](=[O:14])[CH3:13])[CH:21]=[N:20][C:19]=1[S:22](=[O:23])(=[O:24])[NH:1][C:2]1[CH:3]=[CH:4][C:5]2[CH2:9][O:8][B:7]([OH:10])[C:6]=2[CH:11]=1. The catalyst class is: 23. (2) Reactant: [NH2:1][CH:2]1[CH2:7][CH2:6][CH2:5][N:4]([C:8](=[O:12])[CH2:9][CH2:10]Br)[CH2:3]1.Cl.[CH3:14][C:15]1[CH:20]=[CH:19][C:18]([NH:21]N)=[CH:17][CH:16]=1.[CH3:23][N:24]1[CH2:29][CH2:28][C:27](=O)[CH2:26][CH2:25]1. Product: [NH2:1][CH:2]1[CH2:7][CH2:6][CH2:5][N:4]([C:8](=[O:12])[CH2:9][CH2:10][N:21]2[C:18]3[CH:19]=[CH:20][C:15]([CH3:14])=[CH:16][C:17]=3[C:26]3[CH2:25][N:24]([CH3:23])[CH2:29][CH2:28][C:27]2=3)[CH2:3]1. The catalyst class is: 66. (3) Reactant: [CH3:1][O:2][C:3](=[O:29])[CH2:4][CH2:5][C:6]12[CH2:13][CH2:12][C:9]([C:14]3[NH:22][C:21]4[C:20](SC)=[N:19][C:18](=[O:25])[N:17]([CH2:26][CH2:27][CH3:28])[C:16]=4[N:15]=3)([CH2:10][CH2:11]1)[CH2:8][CH2:7]2.[NH2:30][C@H:31]([CH2:34][CH3:35])[CH2:32][OH:33]. Product: [CH3:1][O:2][C:3](=[O:29])[CH2:4][CH2:5][C:6]12[CH2:13][CH2:12][C:9]([C:14]3[NH:22][C:21]4[C:20]([NH:30][CH:31]([CH2:32][OH:33])[CH2:34][CH3:35])=[N:19][C:18](=[O:25])[N:17]([CH2:26][CH2:27][CH3:28])[C:16]=4[N:15]=3)([CH2:10][CH2:11]1)[CH2:8][CH2:7]2. The catalyst class is: 16. (4) The catalyst class is: 30. Reactant: [Cl:1][C:2]1[CH:3]=[N:4][C:5]([CH2:13][OH:14])=[C:6]([CH:12]=1)[C:7]([O:9][CH2:10][CH3:11])=[O:8].[F:15][C:16]1[CH:17]=[C:18](O)[CH:19]=[CH:20][CH:21]=1.C1(P(C2C=CC=CC=2)C2C=CC=CC=2)C=CC=CC=1.CCOC(/N=N/C(OCC)=O)=O.C1(C)C=CC=CC=1. Product: [Cl:1][C:2]1[CH:3]=[N:4][C:5]([CH2:13][O:14][C:20]2[CH:19]=[CH:18][CH:17]=[C:16]([F:15])[CH:21]=2)=[C:6]([CH:12]=1)[C:7]([O:9][CH2:10][CH3:11])=[O:8].